From a dataset of Reaction yield outcomes from USPTO patents with 853,638 reactions. Predict the reaction yield, written as a fraction of the theoretical maximum amount of product (1.0 means a 100% yield; for example, 0.34 means a 34% yield). (1) The reactants are Br[C:2]1[CH:14]=[CH:13][C:5]([C:6]([O:8][C:9]([CH3:12])([CH3:11])[CH3:10])=[O:7])=[CH:4][CH:3]=1.[CH3:15][C:16]1([CH3:32])[C:20]([CH3:22])([CH3:21])[O:19][B:18]([B:18]2[O:19][C:20]([CH3:22])([CH3:21])[C:16]([CH3:32])([CH3:15])[O:17]2)[O:17]1.C([O-])(=O)C.[K+]. The catalyst is O1CCOCC1.ClCCl.[Pd](Cl)Cl.C1(P(C2C=CC=CC=2)[C-]2C=CC=C2)C=CC=CC=1.[C-]1(P(C2C=CC=CC=2)C2C=CC=CC=2)C=CC=C1.[Fe+2]. The product is [CH3:15][C:16]1([CH3:32])[C:20]([CH3:22])([CH3:21])[O:19][B:18]([C:2]2[CH:14]=[CH:13][C:5]([C:6]([O:8][C:9]([CH3:12])([CH3:11])[CH3:10])=[O:7])=[CH:4][CH:3]=2)[O:17]1. The yield is 0.750. (2) The reactants are [Cl:1][C:2]1[CH:7]=[CH:6][C:5]([Cl:8])=[CH:4][C:3]=1[OH:9].C(=O)([O-])[O-].[K+].[K+].[CH2:16](Br)[C:17]#[CH:18].C1(C)C=CC=CC=1. The catalyst is CC(C)=O. The product is [Cl:1][C:2]1[CH:7]=[CH:6][C:5]([Cl:8])=[CH:4][C:3]=1[O:9][CH2:18][C:17]#[CH:16]. The yield is 1.00. (3) The reactants are Br[C:2]1[CH:7]=[CH:6][C:5]([C:8]2([NH:11][C:12](=[O:22])[O:13][C@H:14]3[CH:19]4[CH2:20][CH2:21][N:16]([CH2:17][CH2:18]4)[CH2:15]3)[CH2:10][CH2:9]2)=[CH:4][CH:3]=1.[F:23][C:24]1[CH:29]=[C:28]([F:30])[CH:27]=[CH:26][C:25]=1B(O)O. The catalyst is CC([O-])=O.CC([O-])=O.[Pd+2]. The product is [N:16]12[CH2:21][CH2:20][CH:19]([CH2:18][CH2:17]1)[C@H:14]([O:13][C:12](=[O:22])[NH:11][C:8]1([C:5]3[CH:6]=[CH:7][C:2]([C:27]4[CH:26]=[CH:25][C:24]([F:23])=[CH:29][C:28]=4[F:30])=[CH:3][CH:4]=3)[CH2:10][CH2:9]1)[CH2:15]2. The yield is 0.230. (4) The reactants are [H-].[Na+].[CH:3]1[CH:8]=[CH:7][C:6]([CH2:9]Br)=[CH:5][CH:4]=1.O.CCO[C:15]([CH3:17])=[O:16]. The catalyst is CN(C=O)C. The product is [CH2:9]([O:16][CH2:15][C:17]1[CH:7]=[CH:8][CH:3]=[CH:4][CH:5]=1)[C:6]1[CH:7]=[CH:8][CH:3]=[CH:4][CH:5]=1. The yield is 0.950.